From a dataset of Peptide-MHC class I binding affinity with 185,985 pairs from IEDB/IMGT. Regression. Given a peptide amino acid sequence and an MHC pseudo amino acid sequence, predict their binding affinity value. This is MHC class I binding data. (1) The peptide sequence is ARYDVALSE. The MHC is HLA-B48:01 with pseudo-sequence HLA-B48:01. The binding affinity (normalized) is 0.0847. (2) The peptide sequence is FHGIFYSIF. The MHC is HLA-B15:01 with pseudo-sequence HLA-B15:01. The binding affinity (normalized) is 0.0847.